This data is from Forward reaction prediction with 1.9M reactions from USPTO patents (1976-2016). The task is: Predict the product of the given reaction. Given the reactants C(OC(=O)[NH:7][C:8]1[CH:9]=[C:10]([C:15]2[CH:20]=[CH:19][C:18]([C:21](=[O:38])[NH:22][C:23]3[CH:28]=[CH:27][C:26]([CH2:29][N:30]4[CH2:35][CH2:34][S:33](=[O:37])(=[O:36])[CH2:32][CH2:31]4)=[CH:25][CH:24]=3)=[CH:17][CH:16]=2)[C:11]([CH3:14])=[CH:12][CH:13]=1)(C)(C)C, predict the reaction product. The product is: [O:37]=[S:33]1(=[O:36])[CH2:34][CH2:35][N:30]([CH2:29][C:26]2[CH:27]=[CH:28][C:23]([NH:22][C:21]([C:18]3[CH:19]=[CH:20][C:15]([C:10]4[CH:9]=[C:8]([NH2:7])[CH:13]=[CH:12][C:11]=4[CH3:14])=[CH:16][CH:17]=3)=[O:38])=[CH:24][CH:25]=2)[CH2:31][CH2:32]1.